Regression. Given a peptide amino acid sequence and an MHC pseudo amino acid sequence, predict their binding affinity value. This is MHC class II binding data. From a dataset of Peptide-MHC class II binding affinity with 134,281 pairs from IEDB. (1) The peptide sequence is ALLVVAVGLRVV. The MHC is DRB1_0405 with pseudo-sequence DRB1_0405. The binding affinity (normalized) is 0.188. (2) The peptide sequence is LRYYRITYGETGGNS. The MHC is DRB1_1101 with pseudo-sequence DRB1_1101. The binding affinity (normalized) is 0.673. (3) The peptide sequence is EVELREHGSDEWVAM. The MHC is HLA-DQA10301-DQB10302 with pseudo-sequence HLA-DQA10301-DQB10302. The binding affinity (normalized) is 0.218. (4) The peptide sequence is LLFCALASSCQVAFS. The MHC is HLA-DQA10301-DQB10302 with pseudo-sequence HLA-DQA10301-DQB10302. The binding affinity (normalized) is 0.374. (5) The peptide sequence is FEIKCTKPEACSGEPVVVHI. The MHC is HLA-DQA10501-DQB10301 with pseudo-sequence HLA-DQA10501-DQB10301. The binding affinity (normalized) is 0.487. (6) The peptide sequence is YDKFLANVSVVLTGK. The binding affinity (normalized) is 0.970. The MHC is DRB1_1302 with pseudo-sequence DRB1_1302. (7) The peptide sequence is IEPIVATNWQKLEAFWHKHM. The MHC is HLA-DPA10201-DPB11401 with pseudo-sequence HLA-DPA10201-DPB11401. The binding affinity (normalized) is 0.451.